Predict the product of the given reaction. From a dataset of Forward reaction prediction with 1.9M reactions from USPTO patents (1976-2016). (1) Given the reactants [OH:1][C:2]1[CH:11]=[CH:10][C:5]2[CH2:6][O:7][B:8]([OH:9])[C:4]=2[CH:3]=1.[H-].[Na+].I[CH3:15].Cl, predict the reaction product. The product is: [CH3:15][O:1][C:2]1[CH:11]=[CH:10][C:5]2[CH2:6][O:7][B:8]([OH:9])[C:4]=2[CH:3]=1. (2) Given the reactants [N+:1]([C:4]1[CH:9]=[C:8]([N+:10]([O-:12])=[O:11])[CH:7]=[CH:6][C:5]=1[S:13][C:14]1[CH:19]=[CH:18][CH:17]=[CH:16][C:15]=1[NH:20][C:21](=[O:23])[CH3:22])([O-:3])=[O:2].[I:24]Cl, predict the reaction product. The product is: [N+:1]([C:4]1[CH:9]=[C:8]([N+:10]([O-:12])=[O:11])[CH:7]=[CH:6][C:5]=1[S:13][C:14]1[CH:19]=[CH:18][C:17]([I:24])=[CH:16][C:15]=1[NH:20][C:21](=[O:23])[CH3:22])([O-:3])=[O:2]. (3) Given the reactants [NH:1]1[C:5]2=[N:6][CH:7]=[CH:8][CH:9]=[C:4]2[C:3]([C:10]2[N:11]=[C:12]([CH2:15][NH2:16])[S:13][CH:14]=2)=[CH:2]1.C(N(CC)CC)C.[CH3:24][O:25][C:26]1[CH:27]=[C:28]([CH:32]=[CH:33][CH:34]=1)[C:29](Cl)=[O:30], predict the reaction product. The product is: [NH:1]1[C:5]2=[N:6][CH:7]=[CH:8][CH:9]=[C:4]2[C:3]([C:10]2[N:11]=[C:12]([CH2:15][NH:16][C:29](=[O:30])[C:28]3[CH:32]=[CH:33][CH:34]=[C:26]([O:25][CH3:24])[CH:27]=3)[S:13][CH:14]=2)=[CH:2]1.